Dataset: Reaction yield outcomes from USPTO patents with 853,638 reactions. Task: Predict the reaction yield, written as a fraction of the theoretical maximum amount of product (1.0 means a 100% yield; for example, 0.34 means a 34% yield). The reactants are [CH3:1][N:2]([CH2:13][C:14]1[N:18]([CH2:19][C@@H:20]2[CH2:25][CH2:24][CH2:23][N:22]([CH:26]([CH3:28])C)[CH2:21]2)[C:17]2[CH:29]=[CH:30][CH:31]=[CH:32][C:16]=2[N:15]=1)[C@H:3]1[C:12]2[N:11]=[CH:10][CH:9]=[CH:8][C:7]=2[CH2:6][CH2:5][CH2:4]1.CN(CC1N(C[C@H]2CCCN(C[C@H]3CCCN3)C2)C2C=CC=CC=2N=1)[C@@H:35]1[C:44]2[N:43]=[CH:42][CH:41]=[CH:40][C:39]=2CCC1. The catalyst is CC(C)=O. The product is [CH3:1][N:2]([CH2:13][C:14]1[N:18]([CH2:19][C@H:20]2[CH2:25][CH2:24][CH2:23][N:22]([CH2:26][C@H:28]3[CH2:40][CH2:41][CH2:42][N:43]3[CH:44]([CH3:35])[CH3:39])[CH2:21]2)[C:17]2[CH:29]=[CH:30][CH:31]=[CH:32][C:16]=2[N:15]=1)[C@@H:3]1[C:12]2[N:11]=[CH:10][CH:9]=[CH:8][C:7]=2[CH2:6][CH2:5][CH2:4]1. The yield is 0.870.